From a dataset of Full USPTO retrosynthesis dataset with 1.9M reactions from patents (1976-2016). Predict the reactants needed to synthesize the given product. (1) Given the product [C:12]([C:10]1[CH:11]=[C:7]([NH2:6])[N:8]([C:22]2[CH:21]=[C:20]3[C:25](=[CH:24][CH:23]=2)[N:17]([CH3:16])[CH:18]=[CH:19]3)[N:9]=1)([CH3:15])([CH3:14])[CH3:13], predict the reactants needed to synthesize it. The reactants are: CN(C)C=O.[NH2:6][C:7]1[CH:11]=[C:10]([C:12]([CH3:15])([CH3:14])[CH3:13])[NH:9][N:8]=1.[CH3:16][N:17]1[C:25]2[C:20](=[CH:21][C:22](B(O)O)=[CH:23][CH:24]=2)[CH:19]=[CH:18]1.N. (2) Given the product [NH:8]1[CH2:13][CH2:12][CH:11]([NH:14][CH2:15][C:16]2[CH:17]=[CH:18][C:19]3[O:24][CH2:23][C:22](=[O:25])[NH:21][C:20]=3[CH:26]=2)[CH2:10][CH2:9]1, predict the reactants needed to synthesize it. The reactants are: C(OC([N:8]1[CH2:13][CH2:12][CH:11]([NH:14][CH2:15][C:16]2[CH:17]=[CH:18][C:19]3[O:24][CH2:23][C:22](=[O:25])[NH:21][C:20]=3[CH:26]=2)[CH2:10][CH2:9]1)=O)(C)(C)C.Cl. (3) Given the product [NH2:9][C:10]1[C:17]([F:18])=[CH:16][C:13]([C:14]#[N:15])=[C:12]([O:7][CH3:3])[CH:11]=1, predict the reactants needed to synthesize it. The reactants are: CO.[CH2:3]([O:7][K])CCC.[NH2:9][C:10]1[C:17]([F:18])=[CH:16][C:13]([C:14]#[N:15])=[C:12](F)[CH:11]=1.C(OCC)C. (4) Given the product [CH:23]1([N:13]2[CH2:14][CH2:15][N:10]([C:7]3[CH:6]=[CH:5][C:4]([N+:1]([O-:3])=[O:2])=[CH:9][CH:8]=3)[CH2:11][CH2:12]2)[CH2:27][CH2:26][CH2:25][CH2:24]1, predict the reactants needed to synthesize it. The reactants are: [N+:1]([C:4]1[CH:9]=[CH:8][C:7]([N:10]2[CH2:15][CH2:14][NH:13][CH2:12][CH2:11]2)=[CH:6][CH:5]=1)([O-:3])=[O:2].C(=O)([O-])[O-].[K+].[K+].I[CH:23]1[CH2:27][CH2:26][CH2:25][CH2:24]1.C1OCCOCCOCCOCCOCCOC1. (5) Given the product [Cl:26][CH2:27][C:28]1[N:24]=[C:23]([CH:11]2[CH2:10][CH:9]([C:6]3[CH:7]=[CH:8][C:3]([CH2:1][CH3:2])=[CH:4][CH:5]=3)[CH2:14][N:13]([C:15]([N:17]3[CH2:22][CH2:21][O:20][CH2:19][CH2:18]3)=[O:16])[CH2:12]2)[S:25][CH:29]=1, predict the reactants needed to synthesize it. The reactants are: [CH2:1]([C:3]1[CH:8]=[CH:7][C:6]([CH:9]2[CH2:14][N:13]([C:15]([N:17]3[CH2:22][CH2:21][O:20][CH2:19][CH2:18]3)=[O:16])[CH2:12][CH:11]([C:23](=[S:25])[NH2:24])[CH2:10]2)=[CH:5][CH:4]=1)[CH3:2].[Cl:26][CH:27](Cl)[C:28](=O)[CH3:29]. (6) The reactants are: [Cl:1][C:2]1[C:7]([Cl:8])=[CH:6][CH:5]=[CH:4][C:3]=1[N:9]=[C:10]1[NH:14][CH2:13][C:12]([CH3:16])([CH3:15])[S:11]1.C1OC1. Given the product [ClH:1].[Cl:1][C:2]1[C:7]([Cl:8])=[CH:6][CH:5]=[CH:4][C:3]=1[N:9]=[C:10]1[NH:14][CH2:13][C:12]([CH3:16])([CH3:15])[S:11]1, predict the reactants needed to synthesize it. (7) Given the product [C:39]1([CH:32]([C:33]2[CH:38]=[CH:37][CH:36]=[CH:35][CH:34]=2)[CH2:31][N:15]([CH2:16][C:17]2[CH:18]=[C:19]([C:27]([F:28])([F:29])[F:30])[CH:20]=[C:21]([C:23]([F:24])([F:25])[F:26])[CH:22]=2)[CH2:14][CH2:13][CH2:12][O:11][C:7]2[CH:6]=[C:5]([CH2:4][C:3]([OH:45])=[O:2])[CH:10]=[CH:9][CH:8]=2)[CH:44]=[CH:43][CH:42]=[CH:41][CH:40]=1, predict the reactants needed to synthesize it. The reactants are: C[O:2][C:3](=[O:45])[CH2:4][C:5]1[CH:10]=[CH:9][CH:8]=[C:7]([O:11][CH2:12][CH2:13][CH2:14][N:15]([CH2:31][CH:32]([C:39]2[CH:44]=[CH:43][CH:42]=[CH:41][CH:40]=2)[C:33]2[CH:38]=[CH:37][CH:36]=[CH:35][CH:34]=2)[CH2:16][C:17]2[CH:22]=[C:21]([C:23]([F:26])([F:25])[F:24])[CH:20]=[C:19]([C:27]([F:30])([F:29])[F:28])[CH:18]=2)[CH:6]=1.[OH-].[Na+].